Task: Regression. Given two drug SMILES strings and cell line genomic features, predict the synergy score measuring deviation from expected non-interaction effect.. Dataset: NCI-60 drug combinations with 297,098 pairs across 59 cell lines (1) Drug 1: C1=CC(=CC=C1CC(C(=O)O)N)N(CCCl)CCCl.Cl. Drug 2: CN1C(=O)N2C=NC(=C2N=N1)C(=O)N. Cell line: DU-145. Synergy scores: CSS=-2.60, Synergy_ZIP=2.10, Synergy_Bliss=2.13, Synergy_Loewe=-5.77, Synergy_HSA=-3.02. (2) Drug 1: CS(=O)(=O)C1=CC(=C(C=C1)C(=O)NC2=CC(=C(C=C2)Cl)C3=CC=CC=N3)Cl. Drug 2: CN(CC1=CN=C2C(=N1)C(=NC(=N2)N)N)C3=CC=C(C=C3)C(=O)NC(CCC(=O)O)C(=O)O. Cell line: OVCAR-8. Synergy scores: CSS=27.3, Synergy_ZIP=1.05, Synergy_Bliss=5.09, Synergy_Loewe=-19.6, Synergy_HSA=5.86. (3) Drug 1: CC1C(C(=O)NC(C(=O)N2CCCC2C(=O)N(CC(=O)N(C(C(=O)O1)C(C)C)C)C)C(C)C)NC(=O)C3=C4C(=C(C=C3)C)OC5=C(C(=O)C(=C(C5=N4)C(=O)NC6C(OC(=O)C(N(C(=O)CN(C(=O)C7CCCN7C(=O)C(NC6=O)C(C)C)C)C)C(C)C)C)N)C. Drug 2: C1CN(P(=O)(OC1)NCCCl)CCCl. Cell line: SN12C. Synergy scores: CSS=6.80, Synergy_ZIP=-3.68, Synergy_Bliss=1.39, Synergy_Loewe=-16.6, Synergy_HSA=-0.483. (4) Drug 1: C1CC(=O)NC(=O)C1N2CC3=C(C2=O)C=CC=C3N. Drug 2: C(CC(=O)O)C(=O)CN.Cl. Cell line: OVCAR3. Synergy scores: CSS=11.7, Synergy_ZIP=-5.50, Synergy_Bliss=-5.74, Synergy_Loewe=-8.37, Synergy_HSA=-6.07. (5) Drug 2: CN(CCCl)CCCl.Cl. Drug 1: CC(CN1CC(=O)NC(=O)C1)N2CC(=O)NC(=O)C2. Cell line: NCI/ADR-RES. Synergy scores: CSS=2.85, Synergy_ZIP=-1.99, Synergy_Bliss=-2.19, Synergy_Loewe=-8.48, Synergy_HSA=-3.85. (6) Drug 1: C1CCC(C(C1)N)N.C(=O)(C(=O)[O-])[O-].[Pt+4]. Drug 2: CC12CCC3C(C1CCC2OP(=O)(O)O)CCC4=C3C=CC(=C4)OC(=O)N(CCCl)CCCl.[Na+]. Cell line: RXF 393. Synergy scores: CSS=12.8, Synergy_ZIP=-4.81, Synergy_Bliss=-3.73, Synergy_Loewe=-3.17, Synergy_HSA=-4.04. (7) Drug 1: COC1=CC(=CC(=C1O)OC)C2C3C(COC3=O)C(C4=CC5=C(C=C24)OCO5)OC6C(C(C7C(O6)COC(O7)C8=CC=CS8)O)O. Drug 2: CN(C(=O)NC(C=O)C(C(C(CO)O)O)O)N=O. Cell line: M14. Synergy scores: CSS=29.0, Synergy_ZIP=-9.12, Synergy_Bliss=-3.58, Synergy_Loewe=-4.04, Synergy_HSA=-2.91.